Dataset: Experimentally validated miRNA-target interactions with 360,000+ pairs, plus equal number of negative samples. Task: Binary Classification. Given a miRNA mature sequence and a target amino acid sequence, predict their likelihood of interaction. (1) The miRNA is hsa-miR-6071 with sequence UUCUGCUGCCGGCCAAGGC. The protein sequence of the target gene is MQAFLKGTSISTKPPLTKDRGVAASAGSSGENKKAKPVPWVEKYRPKCVDEVAFQEEVVAVLKKSLEGADLPNLLFYGPPGTGKTSTILAAARELFGPELFRLRVLELNASDERGIQVVREKVKNFAQLTVSGSRSDGKPCPPFKIVILDEADSMTSAAQAALRRTMEKESKTTRFCLICNYVSRIIEPLTSRCSKFRFKPLSDKIQQQRLLDIAKKENVKISDEGIAYLVKVSEGDLRKAITFLQSATRLTGGKEITEKVITDIAGVIPAEKIDGVFAACQSGSFDKLEAVVKDLIDEG.... Result: 0 (no interaction). (2) The miRNA is bmo-miR-281-3p with sequence ACUGUCAUGGAGUUGCUCUCUU. The protein sequence of the target gene is MLSHADLLDARLGMKDAAELLGHREAVKCRLGVGGSDPGGHPGDLAPNSDPVEGATLLPGEDITTVGSTPASLAVSAKDPDKQPGPQGGPNPSQAGQQQGQQKQKRHRTRFTPAQLNELERSFAKTHYPDIFMREELALRIGLTESRVQVWFQNRRAKWKKRKKTTNVFRAPGTLLPTPGLPQFPSAAAAAAAAMGDSLCSFHANDTRWAAAAMPGVSQLPLPPALGRQQAMAQSLSQCSLAAGPPPNSMGLSNSLAGSNGAGLQSHLYQPAFPGMVPASLPGPSNVSGSPQLCSSPDSS.... Result: 0 (no interaction). (3) Result: 1 (interaction). The protein sequence of the target gene is MSVVGIDLGFLNCYIAVARSGGIETIANEYSDRCTPACISLGSRTRAIGNAAKSQIVTNVRNTIHGFKKLHGRSFDDPIVQTERIRLPYELQKMPNGSAGVKVRYLEEERPFAIEQVTGMLLAKLKETSENALKKPVADCVISIPSFFTDAERRSVMAAAQVAGLNCLRLMNETTAVALAYGIYKQDLPPLDEKPRNVVFIDMGHSAYQVLVCAFNKGKLKVLATTFDPYLGGRNFDEALVDYFCDEFKTKYKINVKENSRALLRLYQECEKLKKLMSANASDLPLNIECFMNDLDVSSK.... The miRNA is hsa-miR-15a-5p with sequence UAGCAGCACAUAAUGGUUUGUG.